Dataset: TCR-epitope binding with 47,182 pairs between 192 epitopes and 23,139 TCRs. Task: Binary Classification. Given a T-cell receptor sequence (or CDR3 region) and an epitope sequence, predict whether binding occurs between them. The TCR CDR3 sequence is CASSLGSGPAKNIQYF. Result: 0 (the TCR does not bind to the epitope). The epitope is LPPIVAKEI.